Dataset: Reaction yield outcomes from USPTO patents with 853,638 reactions. Task: Predict the reaction yield, written as a fraction of the theoretical maximum amount of product (1.0 means a 100% yield; for example, 0.34 means a 34% yield). (1) The reactants are [NH2:1][C:2]1[C:7]2[CH:8]=[CH:9][N:10]([CH2:11][C:12]([N:14]([CH3:16])[CH3:15])=[O:13])[C:6]=2[CH:5]=[CH:4][N:3]=1.[H-].[Na+].Cl[C:20]1[S:21][C:22]([C:25]#[N:26])=[CH:23][N:24]=1.CN(C=O)C. The catalyst is C1COCC1. The product is [C:25]([C:22]1[S:21][C:20]([NH:1][C:2]2[C:7]3[CH:8]=[CH:9][N:10]([CH2:11][C:12]([N:14]([CH3:16])[CH3:15])=[O:13])[C:6]=3[CH:5]=[CH:4][N:3]=2)=[N:24][CH:23]=1)#[N:26]. The yield is 0.280. (2) The reactants are N1C2C(=CC(O[C:11]3[C:20]4[C:15](=[CH:16][C:17](OCCCN5CCNCC5)=[C:18]([O:21][CH3:22])[CH:19]=4)[N:14]=[CH:13][N:12]=3)=CN=2)C=C1.ICC(N)=O.C(N(CC)C(C)C)(C)C. The catalyst is C(#N)C. The product is [CH3:22][O:21][C:18]1[CH:19]=[C:20]2[C:15](=[CH:16][CH:17]=1)[N:14]=[CH:13][N:12]=[CH:11]2. The yield is 0.630. (3) The reactants are [CH3:1][O:2][C:3]1[C:8]([CH3:9])=[CH:7][C:6]([O:10][CH3:11])=[CH:5][C:4]=1[C:12]#[C:13][Si](C)(C)C.O.[F-].C([N+](CCCC)(CCCC)CCCC)CCC. The catalyst is C1COCC1.CCOCC. The product is [C:12]([C:4]1[CH:5]=[C:6]([O:10][CH3:11])[CH:7]=[C:8]([CH3:9])[C:3]=1[O:2][CH3:1])#[CH:13]. The yield is 1.00. (4) The reactants are [C:1]([C:3]1[CH:4]=[C:5]([CH:8]=[CH:9][CH:10]=1)[C:6]#[N:7])#[CH:2].CCN(CC)CC.CN(C=O)C.[C:23]([C:25]1[C:26]([N:31]2[CH2:36][CH2:35][N:34]3[C@@H:37]([C:41](Cl)=[N:42][OH:43])[CH2:38][CH2:39][CH2:40][C@H:33]3[CH2:32]2)=[N:27][CH:28]=[CH:29][N:30]=1)#[N:24]. The catalyst is C(Cl)Cl. The product is [C:6]([C:5]1[CH:4]=[C:3]([C:1]2[O:43][N:42]=[C:41]([C@@H:37]3[N:34]4[CH2:35][CH2:36][N:31]([C:26]5[C:25]([C:23]#[N:24])=[N:30][CH:29]=[CH:28][N:27]=5)[CH2:32][C@@H:33]4[CH2:40][CH2:39][CH2:38]3)[CH:2]=2)[CH:10]=[CH:9][CH:8]=1)#[N:7]. The yield is 0.0500. (5) The reactants are [Br:1][C:2]1[CH:3]=[CH:4][C:5]([O:10][CH3:11])=[C:6]([CH:9]=1)[CH2:7][OH:8].N1C=CN=C1.[Si:17](Cl)([C:20]([CH3:23])([CH3:22])[CH3:21])([CH3:19])[CH3:18]. The catalyst is CN(C=O)C. The product is [Br:1][C:2]1[CH:3]=[CH:4][C:5]([O:10][CH3:11])=[C:6]([CH:9]=1)[CH2:7][O:8][Si:17]([C:20]([CH3:23])([CH3:22])[CH3:21])([CH3:19])[CH3:18]. The yield is 0.960. (6) The reactants are [N:1]1([C:7]2[CH:12]=[CH:11][C:10]([N:13]3[CH2:18][CH2:17][CH2:16][CH2:15][C:14]3=[O:19])=[CH:9][CH:8]=2)[CH2:6][CH2:5][NH:4][CH2:3][CH2:2]1.CC1C=CC(S(O[CH2:31][CH2:32][CH2:33][CH2:34][C:35]2[C:43]3[C:38](=[CH:39][CH:40]=[C:41]([F:44])[CH:42]=3)[NH:37][CH:36]=2)(=O)=O)=CC=1.C(=O)([O-])[O-].[K+].[K+].[I-].[K+]. The catalyst is C(#N)C. The product is [F:44][C:41]1[CH:42]=[C:43]2[C:38](=[CH:39][CH:40]=1)[NH:37][CH:36]=[C:35]2[CH2:34][CH2:33][CH2:32][CH2:31][N:4]1[CH2:5][CH2:6][N:1]([C:7]2[CH:8]=[CH:9][C:10]([N:13]3[CH2:18][CH2:17][CH2:16][CH2:15][C:14]3=[O:19])=[CH:11][CH:12]=2)[CH2:2][CH2:3]1. The yield is 0.781. (7) The reactants are [NH2:1][C:2]1[NH:7][C:6](=[O:8])[C:5]2=[CH:9][N:10]=[C:11]([C@H:12]3[CH2:17][CH2:16][C@H:15]([C:18]([O:20][CH3:21])=[O:19])[CH2:14][CH2:13]3)[N:4]2[N:3]=1.[I:22]N1C(=O)CCC1=O. The catalyst is CN(C=O)C. The product is [NH2:1][C:2]1[NH:7][C:6](=[O:8])[C:5]2=[C:9]([I:22])[N:10]=[C:11]([C@H:12]3[CH2:13][CH2:14][C@H:15]([C:18]([O:20][CH3:21])=[O:19])[CH2:16][CH2:17]3)[N:4]2[N:3]=1. The yield is 0.799.